From a dataset of NCI-60 drug combinations with 297,098 pairs across 59 cell lines. Regression. Given two drug SMILES strings and cell line genomic features, predict the synergy score measuring deviation from expected non-interaction effect. Drug 1: C1CCN(CC1)CCOC2=CC=C(C=C2)C(=O)C3=C(SC4=C3C=CC(=C4)O)C5=CC=C(C=C5)O. Drug 2: COCCOC1=C(C=C2C(=C1)C(=NC=N2)NC3=CC=CC(=C3)C#C)OCCOC.Cl. Cell line: SR. Synergy scores: CSS=4.67, Synergy_ZIP=-2.76, Synergy_Bliss=-10.5, Synergy_Loewe=-15.5, Synergy_HSA=-13.4.